This data is from Catalyst prediction with 721,799 reactions and 888 catalyst types from USPTO. The task is: Predict which catalyst facilitates the given reaction. (1) Reactant: [NH2:1][C:2]1[C:11]([S:12]CC2C=CC(OC)=CC=2)=[CH:10][C:5]([C:6]([O:8][CH3:9])=[O:7])=[C:4]([NH:22][C:23]2[CH:28]=[CH:27][CH:26]=[CH:25][C:24]=2[Cl:29])[C:3]=1[F:30].C([C:33]1[C:39](=O)[C:38](Cl)=[C:37]([Cl:42])[C:35](=O)[C:34]=1C#N)#N.[OH2:45]. Product: [S:12]([C:11]1[C:2]([NH2:1])=[C:3]([F:30])[C:4]([NH:22][C:35]2[CH:34]=[CH:33][CH:39]=[CH:38][C:37]=2[Cl:42])=[C:5]([CH:10]=1)[C:6]([O:8][CH3:9])=[O:45])[S:12][C:11]1[C:2]([NH2:1])=[C:3]([F:30])[C:4]([NH:22][C:23]2[CH:28]=[CH:27][CH:26]=[CH:25][C:24]=2[Cl:29])=[C:5]([CH:10]=1)[C:6]([O:8][CH3:9])=[O:7]. The catalyst class is: 2. (2) Reactant: [Cl:1][C:2]1[C:7]([N:8]2[CH2:13][CH2:12][CH:11]([C:14]3[CH:19]=[CH:18][C:17]([F:20])=[CH:16][CH:15]=3)[CH2:10][CH2:9]2)=[CH:6][N:5]=[N:4][C:3]=1[NH:21][NH:22][C:23](=O)[CH2:24][CH:25]1[CH2:27][CH2:26]1.P(Cl)(Cl)(Cl)=O. Product: [Cl:1][C:2]1[C:3]2[N:4]([C:23]([CH2:24][CH:25]3[CH2:27][CH2:26]3)=[N:22][N:21]=2)[N:5]=[CH:6][C:7]=1[N:8]1[CH2:13][CH2:12][CH:11]([C:14]2[CH:19]=[CH:18][C:17]([F:20])=[CH:16][CH:15]=2)[CH2:10][CH2:9]1. The catalyst class is: 10. (3) Reactant: [F:1][C:2]1[CH:23]=[CH:22][C:5]([CH2:6][C:7]2[N:11]([CH2:12][C:13]([OH:15])=[O:14])[N:10]=[C:9]([C:16]3[CH:21]=[CH:20][N:19]=[CH:18][CH:17]=3)[CH:8]=2)=[CH:4][CH:3]=1.C1N=CN(C(N2C=NC=C2)=O)C=1.O[N:37]=[C:38]([C:40]1[N:45]=[CH:44][CH:43]=[CH:42][N:41]=1)[NH2:39]. Product: [F:1][C:2]1[CH:3]=[CH:4][C:5]([CH2:6][C:7]2[N:11]([CH2:12][C:13]([O:15][N:37]=[C:38]([C:40]3[N:45]=[CH:44][CH:43]=[CH:42][N:41]=3)[NH2:39])=[O:14])[N:10]=[C:9]([C:16]3[CH:21]=[CH:20][N:19]=[CH:18][CH:17]=3)[CH:8]=2)=[CH:22][CH:23]=1. The catalyst class is: 118. (4) Reactant: [CH2:1]([N:8]1[CH2:13][CH2:12][O:11][CH:10]([C:14]2[CH:19]=[CH:18][C:17](Br)=[CH:16][CH:15]=2)[CH2:9]1)[C:2]1[CH:7]=[CH:6][CH:5]=[CH:4][CH:3]=1.C([Li])(C)(C)C.[CH3:26][C:27]1[CH:34]=[CH:33][CH:32]=[C:31]([CH3:35])[C:28]=1[CH:29]=[O:30]. Product: [CH2:1]([N:8]1[CH2:13][CH2:12][O:11][CH:10]([C:14]2[CH:19]=[CH:18][C:17]([CH:29]([C:28]3[C:31]([CH3:35])=[CH:32][CH:33]=[CH:34][C:27]=3[CH3:26])[OH:30])=[CH:16][CH:15]=2)[CH2:9]1)[C:2]1[CH:7]=[CH:6][CH:5]=[CH:4][CH:3]=1. The catalyst class is: 1. (5) Reactant: [F:1][C:2]([F:15])([F:14])[CH2:3][C:4]1[CH:13]=[CH:12][C:7]([C:8](OC)=[O:9])=[CH:6][CH:5]=1.[H-].[Al+3].[Li+].[H-].[H-].[H-]. Product: [F:1][C:2]([F:14])([F:15])[CH2:3][C:4]1[CH:5]=[CH:6][C:7]([CH2:8][OH:9])=[CH:12][CH:13]=1. The catalyst class is: 1.